Dataset: Reaction yield outcomes from USPTO patents with 853,638 reactions. Task: Predict the reaction yield, written as a fraction of the theoretical maximum amount of product (1.0 means a 100% yield; for example, 0.34 means a 34% yield). (1) The reactants are [NH2:1][CH:2]1[CH2:7][CH2:6][N:5]([CH2:8][C@H:9]2[N:19]3[C:20]4[N:11]([C:12](=[O:22])[CH:13]=[CH:14][C:15]=4[N:16]=[CH:17][C:18]3=[O:21])[CH2:10]2)[CH2:4][CH2:3]1.[F:23][C:24]1[C:29]2[O:30][CH2:31][CH2:32][O:33][C:28]=2[CH:27]=[C:26]([CH:34]=O)[CH:25]=1.C(O[BH-](OC(=O)C)OC(=O)C)(=O)C.[Na+].C([O-])(O)=O.[Na+].C(Cl)(Cl)[Cl:56]. The catalyst is CO. The product is [ClH:56].[F:23][C:24]1[C:29]2[O:30][CH2:31][CH2:32][O:33][C:28]=2[CH:27]=[C:26]([CH2:34][NH:1][CH:2]2[CH2:7][CH2:6][N:5]([CH2:8][C@H:9]3[N:19]4[C:20]5[N:11]([C:12](=[O:22])[CH:13]=[CH:14][C:15]=5[N:16]=[CH:17][C:18]4=[O:21])[CH2:10]3)[CH2:4][CH2:3]2)[CH:25]=1. The yield is 0.495. (2) The yield is 0.680. The catalyst is C(Cl)Cl. The product is [CH3:1][O:2][C:3]1[CH:4]=[C:5]2[C:10](=[CH:11][C:12]=1[O:13][CH3:14])[N:9]=[CH:8][CH:7]=[C:6]2[O:15][C:16]1[CH:22]=[CH:21][C:19]([NH:20][C:38](=[O:40])[O:55][CH:53]([C:52]2[CH:56]=[CH:57][CH:58]=[C:50]([F:49])[CH:51]=2)[CH3:54])=[CH:18][CH:17]=1. The reactants are [CH3:1][O:2][C:3]1[CH:4]=[C:5]2[C:10](=[CH:11][C:12]=1[O:13][CH3:14])[N:9]=[CH:8][CH:7]=[C:6]2[O:15][C:16]1[CH:22]=[CH:21][C:19]([NH2:20])=[CH:18][CH:17]=1.C1(C)C=CC=CC=1.C(N(CC)CC)C.Cl[C:38](Cl)([O:40]C(=O)OC(Cl)(Cl)Cl)Cl.[F:49][C:50]1[CH:51]=[C:52]([CH:56]=[CH:57][CH:58]=1)[CH:53]([OH:55])[CH3:54]. (3) The reactants are [Br:1][C:2]1[CH:3]=[C:4]([C:13]2[CH:18]=[CH:17][CH:16]=[CH:15][CH:14]=2)[N:5]2[C:10]=1[CH:9]=[N:8][C:7]([S:11][CH3:12])=[N:6]2.C(Cl)Cl.ClC1C=CC=C(C(OO)=[O:30])C=1. No catalyst specified. The product is [Br:1][C:2]1[CH:3]=[C:4]([C:13]2[CH:14]=[CH:15][CH:16]=[CH:17][CH:18]=2)[N:5]2[C:10]=1[CH:9]=[N:8][C:7]([S:11]([CH3:12])=[O:30])=[N:6]2. The yield is 0.860.